Dataset: Full USPTO retrosynthesis dataset with 1.9M reactions from patents (1976-2016). Task: Predict the reactants needed to synthesize the given product. (1) Given the product [CH3:26][O:25][C:14]1[CH:15]=[C:16]([C:19]2[CH:20]=[N:21][N:22]([CH3:24])[CH:23]=2)[CH:17]=[CH:18][C:13]=1[NH:12][C:9]1[N:10]=[CH:11][C:6]2[CH:5]=[CH:4][N:3]=[C:2]([NH:34][S:31]([C:27]([CH3:30])([CH3:29])[CH3:28])(=[O:33])=[O:32])[C:7]=2[N:8]=1, predict the reactants needed to synthesize it. The reactants are: Cl[C:2]1[C:7]2[N:8]=[C:9]([NH:12][C:13]3[CH:18]=[CH:17][C:16]([C:19]4[CH:20]=[N:21][N:22]([CH3:24])[CH:23]=4)=[CH:15][C:14]=3[O:25][CH3:26])[N:10]=[CH:11][C:6]=2[CH:5]=[CH:4][N:3]=1.[C:27]([S:31]([NH2:34])(=[O:33])=[O:32])([CH3:30])([CH3:29])[CH3:28].C(=O)([O-])[O-].[Cs+].[Cs+].CN(C1C(C2C(P(C3CCCCC3)C3CCCCC3)=CC=CC=2)=CC=CC=1)C. (2) The reactants are: C(O[C:4](=[NH:11])[CH2:5][C:6]([O:8][CH2:9][CH3:10])=[O:7])C.N[C:13]1[CH:14]=[C:15]([CH:28]=[CH:29][C:30]=1[NH2:31])[CH2:16][N:17]1[C:25](=[O:26])[C:24]2[C:19](=[CH:20][CH:21]=[CH:22][CH:23]=2)[C:18]1=[O:27]. Given the product [O:27]=[C:18]1[C:19]2[C:24](=[CH:23][CH:22]=[CH:21][CH:20]=2)[C:25](=[O:26])[N:17]1[CH2:16][C:15]1[CH:28]=[CH:29][C:30]2[NH:31][C:4]([CH2:5][C:6]([O:8][CH2:9][CH3:10])=[O:7])=[N:11][C:13]=2[CH:14]=1, predict the reactants needed to synthesize it.